Dataset: Full USPTO retrosynthesis dataset with 1.9M reactions from patents (1976-2016). Task: Predict the reactants needed to synthesize the given product. (1) Given the product [CH3:13][O:14][C:15](=[O:55])[C:16]1[CH:21]=[CH:20][C:19]([O:22][CH2:23][CH2:24][C:25]2[C:33]3[C:28](=[CH:29][CH:30]=[C:31]([Cl:34])[CH:32]=3)[N:27]([CH:35]([C:36]3[CH:41]=[CH:40][CH:39]=[CH:38][CH:37]=3)[C:42]3[CH:43]=[CH:44][CH:45]=[CH:46][CH:47]=3)[C:26]=2[CH2:48][CH2:49][O:50][S:2]([CH3:1])(=[O:4])=[O:3])=[CH:18][C:17]=1[O:51][CH:52]([CH3:53])[CH3:54], predict the reactants needed to synthesize it. The reactants are: [CH3:1][S:2](Cl)(=[O:4])=[O:3].CCN(CC)CC.[CH3:13][O:14][C:15](=[O:55])[C:16]1[CH:21]=[CH:20][C:19]([O:22][CH2:23][CH2:24][C:25]2[C:33]3[C:28](=[CH:29][CH:30]=[C:31]([Cl:34])[CH:32]=3)[N:27]([CH:35]([C:42]3[CH:47]=[CH:46][CH:45]=[CH:44][CH:43]=3)[C:36]3[CH:41]=[CH:40][CH:39]=[CH:38][CH:37]=3)[C:26]=2[CH2:48][CH2:49][OH:50])=[CH:18][C:17]=1[O:51][CH:52]([CH3:54])[CH3:53]. (2) Given the product [F:24][C:17]1[CH:18]=[CH:19][C:20]([O:22][CH3:23])=[CH:21][C:16]=1[C:13]1[C:12]([CH2:25][C:26]2([C:31]#[N:32])[CH2:30][CH2:29][CH2:28][CH2:27]2)=[CH:11][C:10]([CH2:9][OH:8])=[CH:15][N:14]=1, predict the reactants needed to synthesize it. The reactants are: [Si]([O:8][CH2:9][C:10]1[CH:11]=[C:12]([CH2:25][C:26]2([C:31]#[N:32])[CH2:30][CH2:29][CH2:28][CH2:27]2)[C:13]([C:16]2[CH:21]=[C:20]([O:22][CH3:23])[CH:19]=[CH:18][C:17]=2[F:24])=[N:14][CH:15]=1)(C(C)(C)C)(C)C.[F-].C([N+](CCCC)(CCCC)CCCC)CCC.[Cl-].[NH4+]. (3) Given the product [CH3:56][N:55]([CH3:57])[C:50]1[CH:51]=[C:52]2[C:47](=[CH:48][CH:49]=1)[C:46](=[O:58])[N:45]([C:41]1[CH:42]=[CH:43][CH:44]=[C:34]([C:6]3[CH:5]=[C:4]([NH:17][C:18]4[CH:23]=[CH:22][C:21]([C:24]([N:26]5[CH2:31][CH2:30][O:29][CH2:28][CH2:27]5)=[O:25])=[CH:20][N:19]=4)[C:3](=[O:32])[N:2]([CH3:1])[CH:7]=3)[C:35]=1[CH2:36][OH:37])[CH2:54][CH2:53]2, predict the reactants needed to synthesize it. The reactants are: [CH3:1][N:2]1[CH:7]=[C:6](B2OC(C)(C)C(C)(C)O2)[CH:5]=[C:4]([NH:17][C:18]2[CH:23]=[CH:22][C:21]([C:24]([N:26]3[CH2:31][CH2:30][O:29][CH2:28][CH2:27]3)=[O:25])=[CH:20][N:19]=2)[C:3]1=[O:32].Br[C:34]1[CH:44]=[CH:43][CH:42]=[C:41]([N:45]2[CH2:54][CH2:53][C:52]3[C:47](=[CH:48][CH:49]=[C:50]([N:55]([CH3:57])[CH3:56])[CH:51]=3)[C:46]2=[O:58])[C:35]=1[CH2:36][O:37]C(=O)C.P([O-])([O-])([O-])=O.[K+].[K+].[K+].[OH-].[Li+]. (4) Given the product [CH:1]1([N:7]([CH2:17][CH:18]2[CH2:20][CH2:19]2)[C:8]2[N:13]=[CH:12][N:11]=[C:10]([C:14]([NH:33][C:34]3[CH:39]=[CH:38][C:37]([S:40]([CH2:43][CH2:44][CH2:45][C:46]([O:48][CH2:49][CH3:50])=[O:47])(=[O:42])=[O:41])=[CH:36][CH:35]=3)=[O:16])[CH:9]=2)[CH2:2][CH2:3][CH2:4][CH2:5][CH2:6]1, predict the reactants needed to synthesize it. The reactants are: [CH:1]1([N:7]([CH2:17][CH:18]2[CH2:20][CH2:19]2)[C:8]2[N:13]=[CH:12][N:11]=[C:10]([C:14]([OH:16])=O)[CH:9]=2)[CH2:6][CH2:5][CH2:4][CH2:3][CH2:2]1.C(NC(C)C)(C)C.ClC(OC)=O.[NH2:33][C:34]1[CH:39]=[CH:38][C:37]([S:40]([CH2:43][CH2:44][CH2:45][C:46]([O:48][CH2:49][CH3:50])=[O:47])(=[O:42])=[O:41])=[CH:36][CH:35]=1.C(=O)(O)[O-].[Na+]. (5) The reactants are: C[O:2][C:3](=O)[C:4]1[CH:13]=[CH:12][C:7]([C:8]([O:10]C)=[O:9])=[CH:6][C:5]=1[NH2:14].[N:16]([O-])=O.[Na+].S([O-])([O-])=O.[Na+].[Na+].[OH-].[Na+]. Given the product [OH:2][C:3]1[C:4]2[C:5](=[CH:6][C:7]([C:8]([OH:10])=[O:9])=[CH:12][CH:13]=2)[NH:14][N:16]=1, predict the reactants needed to synthesize it. (6) Given the product [CH:2]([C:3]1[N:4]=[C:5]([C:8]([O:10][CH2:11][CH3:12])=[O:9])[S:6][CH:7]=1)=[O:1], predict the reactants needed to synthesize it. The reactants are: [OH:1][CH2:2][C:3]1[N:4]=[C:5]([C:8]([O:10][CH2:11][CH3:12])=[O:9])[S:6][CH:7]=1. (7) Given the product [C:1]([NH:5][S:6]([C:9]1[CH:14]=[CH:13][CH:12]=[CH:11][C:10]=1[C:34]1([OH:37])[CH2:35][CH2:36][N:32]([C:30]([C:27]2([C:24]3[CH:23]=[CH:22][C:21]([Cl:20])=[CH:26][CH:25]=3)[CH2:29][CH2:28]2)=[O:31])[CH2:33]1)(=[O:8])=[O:7])([CH3:4])([CH3:2])[CH3:3], predict the reactants needed to synthesize it. The reactants are: [C:1]([NH:5][S:6]([C:9]1[CH:14]=[CH:13][CH:12]=[CH:11][CH:10]=1)(=[O:8])=[O:7])([CH3:4])([CH3:3])[CH3:2].C([Li])(C)(C)C.[Cl:20][C:21]1[CH:26]=[CH:25][C:24]([C:27]2([C:30]([N:32]3[CH2:36][CH2:35][C:34](=[O:37])[CH2:33]3)=[O:31])[CH2:29][CH2:28]2)=[CH:23][CH:22]=1.